From a dataset of Full USPTO retrosynthesis dataset with 1.9M reactions from patents (1976-2016). Predict the reactants needed to synthesize the given product. (1) Given the product [CH3:1][O:2][C:3]1[CH:4]=[CH:5][CH:6]=[C:7]2[C:12]=1[N:11]=[CH:10][N:14]([C:15]1[CH:16]=[C:17]([NH:22][C:23](=[O:29])[O:24][C:25]([CH3:27])([CH3:26])[CH3:28])[CH:18]=[CH:19][C:20]=1[CH3:21])[C:8]2=[O:13], predict the reactants needed to synthesize it. The reactants are: [CH3:1][O:2][C:3]1[C:12]2[N:11]=[CH:10]O[C:8](=[O:13])[C:7]=2[CH:6]=[CH:5][CH:4]=1.[NH2:14][C:15]1[CH:16]=[C:17]([NH:22][C:23](=[O:29])[O:24][C:25]([CH3:28])([CH3:27])[CH3:26])[CH:18]=[CH:19][C:20]=1[CH3:21]. (2) Given the product [F:25][C:21]1[N:20]=[C:19]([CH2:18][N:1]2[CH:5]=[CH:4][C:3]([N:6]3[C:14](=[O:15])[C:13]4[C:8](=[CH:9][CH:10]=[CH:11][CH:12]=4)[C:7]3=[O:16])=[N:2]2)[CH:24]=[CH:23][CH:22]=1, predict the reactants needed to synthesize it. The reactants are: [NH:1]1[CH:5]=[CH:4][C:3]([N:6]2[C:14](=[O:15])[C:13]3[C:8](=[CH:9][CH:10]=[CH:11][CH:12]=3)[C:7]2=[O:16])=[N:2]1.Cl[CH2:18][C:19]1[CH:24]=[CH:23][CH:22]=[C:21]([F:25])[N:20]=1.C(=O)([O-])[O-].[K+].[K+]. (3) The reactants are: [CH3:1][N:2]([CH2:4][C:5]1([C:11]2[CH:16]=[CH:15][C:14]([OH:17])=[CH:13][CH:12]=2)[CH2:10][CH2:9][O:8][CH2:7][CH2:6]1)[CH3:3].Cl[CH2:19][CH2:20][CH2:21][N:22]1[CH2:27][CH2:26][CH:25]([C:28]([NH2:30])=[O:29])[CH2:24][CH2:23]1.C([O-])([O-])=O.[K+].[K+].N. Given the product [CH3:3][N:2]([CH2:4][C:5]1([C:11]2[CH:16]=[CH:15][C:14]([O:17][CH2:19][CH2:20][CH2:21][N:22]3[CH2:23][CH2:24][CH:25]([C:28]([NH2:30])=[O:29])[CH2:26][CH2:27]3)=[CH:13][CH:12]=2)[CH2:6][CH2:7][O:8][CH2:9][CH2:10]1)[CH3:1], predict the reactants needed to synthesize it. (4) Given the product [CH2:23]([C:27]1[N:28]([CH2:42][C:43]2[CH:44]=[CH:45][C:46]([C:49]3[CH:54]=[CH:53][CH:52]=[CH:51][C:50]=3[C:55]#[N:56])=[CH:47][CH:48]=2)[C:29]([C:39]([N:59]([CH2:60][CH3:61])[CH2:57][CH3:58])=[O:40])=[C:30]([C:32]2[CH:33]=[CH:34][C:35]([F:38])=[CH:36][CH:37]=2)[N:31]=1)[CH2:24][CH2:25][CH3:26], predict the reactants needed to synthesize it. The reactants are: Cl.C(N=C=NCCCN(C)C)C.ON1C2C=CC=CC=2N=N1.[CH2:23]([C:27]1[N:28]([CH2:42][C:43]2[CH:48]=[CH:47][C:46]([C:49]3[CH:54]=[CH:53][CH:52]=[CH:51][C:50]=3[C:55]#[N:56])=[CH:45][CH:44]=2)[C:29]([C:39](O)=[O:40])=[C:30]([C:32]2[CH:37]=[CH:36][C:35]([F:38])=[CH:34][CH:33]=2)[N:31]=1)[CH2:24][CH2:25][CH3:26].[CH2:57]([NH:59][CH2:60][CH3:61])[CH3:58]. (5) Given the product [C:10]1([C:9]([N:17]2[CH2:22][CH2:21][C:20]3([O:23][CH2:2]3)[CH2:19][CH2:18]2)=[O:16])[CH:11]=[CH:12][CH:13]=[CH:14][CH:15]=1, predict the reactants needed to synthesize it. The reactants are: [I-].[CH3:2][S+](C)(C)=O.[H-].[Na+].[C:9]([N:17]1[CH2:22][CH2:21][C:20](=[O:23])[CH2:19][CH2:18]1)(=[O:16])[C:10]1[CH:15]=[CH:14][CH:13]=[CH:12][CH:11]=1. (6) Given the product [NH2:29][C:28]1[CH:30]=[CH:31][CH:32]=[CH:33][C:27]=1[C:26]#[C:25][C:2]1[C:3]([O:12][CH3:13])=[CH:4][C:5]([O:10][CH3:11])=[C:6]([CH:9]=1)[CH:7]=[O:8], predict the reactants needed to synthesize it. The reactants are: I[C:2]1[C:3]([O:12][CH3:13])=[CH:4][C:5]([O:10][CH3:11])=[C:6]([CH:9]=1)[CH:7]=[O:8].CCN(CC)CC.C[Si]([C:25]#[C:26][C:27]1[CH:33]=[CH:32][CH:31]=[CH:30][C:28]=1[NH2:29])(C)C.CCCC[N+](CCCC)(CCCC)CCCC.[F-]. (7) The reactants are: C1(P(C2CCCCC2)C2C=CC=CC=2C2C(C(C)C)=CC(C(C)C)=CC=2C(C)C)CCCCC1.[N:35]1([C:39]2[N:44]=[C:43]([CH2:45][N:46]3[C@@H:50]([CH3:51])[C@@H:49]([C:52]4[CH:57]=[C:56]([C:58]([F:61])([F:60])[F:59])[CH:55]=[C:54]([C:62]([F:65])([F:64])[F:63])[CH:53]=4)[O:48][C:47]3=[O:66])[C:42]([C:67]3[CH:72]=[C:71](Cl)[CH:70]=[CH:69][C:68]=3[O:74][CH3:75])=[CH:41][CH:40]=2)[CH2:38][CH2:37][CH2:36]1.C([O-])(=O)C.[K+].[B:81]1([B:81]2[O:85][C:84]([CH3:87])([CH3:86])[C:83]([CH3:89])([CH3:88])[O:82]2)[O:85][C:84]([CH3:87])([CH3:86])[C:83]([CH3:89])([CH3:88])[O:82]1. Given the product [N:35]1([C:39]2[N:44]=[C:43]([CH2:45][N:46]3[C@@H:50]([CH3:51])[C@@H:49]([C:52]4[CH:57]=[C:56]([C:58]([F:61])([F:60])[F:59])[CH:55]=[C:54]([C:62]([F:65])([F:64])[F:63])[CH:53]=4)[O:48][C:47]3=[O:66])[C:42]([C:67]3[CH:72]=[C:71]([B:81]4[O:85][C:84]([CH3:87])([CH3:86])[C:83]([CH3:89])([CH3:88])[O:82]4)[CH:70]=[CH:69][C:68]=3[O:74][CH3:75])=[CH:41][CH:40]=2)[CH2:38][CH2:37][CH2:36]1, predict the reactants needed to synthesize it.